Dataset: Forward reaction prediction with 1.9M reactions from USPTO patents (1976-2016). Task: Predict the product of the given reaction. Given the reactants C(N(CC)[C:4]1[CH:9]=[CH:8]C=CC=1)C.[Cl:12][C:13]1[CH:18]=[CH:17][CH:16]=[C:15]([O:19]CC(C)=C)[C:14]=1[CH3:24].[C:25](OCC)(=O)C, predict the reaction product. The product is: [Cl:12][C:13]1[C:14]([CH3:24])=[C:15]([OH:19])[C:16]([CH2:25][C:9]([CH3:8])=[CH2:4])=[CH:17][CH:18]=1.